This data is from Forward reaction prediction with 1.9M reactions from USPTO patents (1976-2016). The task is: Predict the product of the given reaction. Given the reactants [Br:1]Br.[CH:3]1([C:6]([CH:13]2[CH2:15][CH2:14]2)([C:8]2[S:9][CH:10]=[CH:11][N:12]=2)[OH:7])[CH2:5][CH2:4]1.CC([O-])=O.[Na+], predict the reaction product. The product is: [Br:1][C:10]1[S:9][C:8]([C:6]([CH:3]2[CH2:5][CH2:4]2)([CH:13]2[CH2:14][CH2:15]2)[OH:7])=[N:12][CH:11]=1.